Task: Predict the product of the given reaction.. Dataset: Forward reaction prediction with 1.9M reactions from USPTO patents (1976-2016) Given the reactants C[O:2][C:3](=[O:38])[CH:4]([CH2:13][CH2:14][C:15](=[O:37])[NH:16][O:17][C:18]([C:31]1[CH:36]=[CH:35][CH:34]=[CH:33][CH:32]=1)([C:25]1[CH:30]=[CH:29][CH:28]=[CH:27][CH:26]=1)[C:19]1[CH:24]=[CH:23][CH:22]=[CH:21][CH:20]=1)[CH2:5][C:6]([O:8][C:9]([CH3:12])([CH3:11])[CH3:10])=[O:7].[OH-].[Na+], predict the reaction product. The product is: [C:9]([O:8][C:6](=[O:7])[CH2:5][CH:4]([CH2:13][CH2:14][C:15](=[O:37])[NH:16][O:17][C:18]([C:19]1[CH:24]=[CH:23][CH:22]=[CH:21][CH:20]=1)([C:25]1[CH:30]=[CH:29][CH:28]=[CH:27][CH:26]=1)[C:31]1[CH:36]=[CH:35][CH:34]=[CH:33][CH:32]=1)[C:3]([OH:38])=[O:2])([CH3:12])([CH3:10])[CH3:11].